The task is: Predict the product of the given reaction.. This data is from Forward reaction prediction with 1.9M reactions from USPTO patents (1976-2016). Given the reactants N(C(OC(C)C)=O)=NC(O[CH:6](C)[CH3:7])=O.[O:15]=[C:16]1[C:24]2[C:19](=[CH:20][CH:21]=[CH:22][CH:23]=2)[C:18](=[O:25])[N:17]1[NH:26][C:27](=[O:33])[O:28][C:29]([CH3:32])([CH3:31])[CH3:30].C1(P(C2C=CC=CC=2)C2C=CC=CC=2)C=CC=CC=1.C(O)C, predict the reaction product. The product is: [O:25]=[C:18]1[C:19]2[C:24](=[CH:23][CH:22]=[CH:21][CH:20]=2)[C:16](=[O:15])[N:17]1[N:26]([CH2:6][CH3:7])[C:27](=[O:33])[O:28][C:29]([CH3:30])([CH3:32])[CH3:31].